From a dataset of Catalyst prediction with 721,799 reactions and 888 catalyst types from USPTO. Predict which catalyst facilitates the given reaction. (1) Reactant: Cl[C:2]1[C:3]([CH3:14])=[C:4]([CH2:12][CH3:13])[C:5]2[N:6]([C:8]([NH2:11])=[N:9][N:10]=2)[N:7]=1.[CH2:15]([OH:17])[CH3:16].[O-]CC.[Na+]. Product: [CH2:15]([O:17][C:2]1[C:3]([CH3:14])=[C:4]([CH2:12][CH3:13])[C:5]2[N:6]([C:8]([NH2:11])=[N:9][N:10]=2)[N:7]=1)[CH3:16]. The catalyst class is: 6. (2) Reactant: [C:1]([Br:5])(Br)(Br)Br.OC[C:8]1[C:13]([CH:14]([CH3:16])[CH3:15])=[CH:12][C:11]([C:17]([F:20])([F:19])[F:18])=[CH:10][C:9]=1[C:21]1[CH:22]=[CH:23][C:24]([C:27]([NH:29][CH2:30][CH2:31][C:32]([O:34][CH2:35][CH3:36])=[O:33])=[O:28])=[N:25][CH:26]=1.C1C=CC(P(C2C=CC=CC=2)C2C=CC=CC=2)=CC=1. Product: [Br:5][CH2:1][C:8]1[C:13]([CH:14]([CH3:16])[CH3:15])=[CH:12][C:11]([C:17]([F:20])([F:18])[F:19])=[CH:10][C:9]=1[C:21]1[CH:22]=[CH:23][C:24]([C:27]([NH:29][CH2:30][CH2:31][C:32]([O:34][CH2:35][CH3:36])=[O:33])=[O:28])=[N:25][CH:26]=1. The catalyst class is: 2. (3) Reactant: [CH3:1][O:2][C:3]1[C:8]([S:9][C:10]2[NH:11][C:12]3[C:17]([N:18]=2)=[C:16]([NH2:19])[N:15]=[CH:14][N:13]=3)=[CH:7][C:6]([O:20][CH3:21])=[CH:5][C:4]=1[C:22]1[CH:27]=[CH:26][CH:25]=[CH:24][CH:23]=1.Cl[CH2:29][CH2:30][CH2:31][C:32]#[CH:33].C([O-])([O-])=O.[K+].[K+].O.CC#N. Product: [CH3:1][O:2][C:3]1[C:8]([S:9][C:10]2[N:11]([CH2:33][CH2:32][CH2:31][C:30]#[CH:29])[C:12]3[C:17]([N:18]=2)=[C:16]([NH2:19])[N:15]=[CH:14][N:13]=3)=[CH:7][C:6]([O:20][CH3:21])=[CH:5][C:4]=1[C:22]1[CH:27]=[CH:26][CH:25]=[CH:24][CH:23]=1. The catalyst class is: 3. (4) Reactant: C[Si](Br)(C)C.C(OC([N:13]1[CH2:18][CH2:17][N:16]([C:19]2[C:28]([O:29][CH3:30])=[C:27]3[C:22]([C:23](=[O:57])[C:24]([C:34]([O:36][CH2:37][CH2:38][CH2:39][CH:40]([P:49]([O:54]CC)([O:51]CC)=[O:50])[P:41]([O:46]CC)([O:43]CC)=[O:42])=[O:35])=[CH:25][N:26]3[CH:31]3[CH2:33][CH2:32]3)=[CH:21][C:20]=2[F:58])[CH2:15][CH:14]1[CH3:59])=O)(C)(C)C. Product: [CH3:59][CH:14]1[NH:13][CH2:18][CH2:17][N:16]([C:19]2[C:28]([O:29][CH3:30])=[C:27]3[C:22]([C:23](=[O:57])[C:24]([C:34]([O:36][CH2:37][CH2:38][CH2:39][CH:40]([P:49]([OH:51])([OH:54])=[O:50])[P:41]([OH:43])([OH:46])=[O:42])=[O:35])=[CH:25][N:26]3[CH:31]3[CH2:33][CH2:32]3)=[CH:21][C:20]=2[F:58])[CH2:15]1. The catalyst class is: 2. (5) Reactant: Cl[C:2]1[N:3]=[CH:4][C:5]([C:8]([NH:10][CH:11]([CH3:13])[CH3:12])=[O:9])=[N:6][CH:7]=1.Cl.[CH3:15][C:16]1([CH3:35])[C:20]([CH3:22])([CH3:21])[O:19][B:18]([C:23]2[CH:24]=[N:25][N:26]([C:28]3([CH2:32][C:33]#[N:34])[CH2:31][NH:30][CH2:29]3)[CH:27]=2)[O:17]1.C(N(CC)C(C)C)(C)C. Product: [C:33]([CH2:32][C:28]1([N:26]2[CH:27]=[C:23]([B:18]3[O:19][C:20]([CH3:22])([CH3:21])[C:16]([CH3:35])([CH3:15])[O:17]3)[CH:24]=[N:25]2)[CH2:31][N:30]([C:2]2[N:3]=[CH:4][C:5]([C:8]([NH:10][CH:11]([CH3:13])[CH3:12])=[O:9])=[N:6][CH:7]=2)[CH2:29]1)#[N:34]. The catalyst class is: 12.